Dataset: HIV replication inhibition screening data with 41,000+ compounds from the AIDS Antiviral Screen. Task: Binary Classification. Given a drug SMILES string, predict its activity (active/inactive) in a high-throughput screening assay against a specified biological target. (1) The molecule is CC(C)(NC(=O)OCc1ccccc1)C(=O)NC(Cc1ccccc1)C(=O)O. The result is 0 (inactive). (2) The compound is COC(=O)c1ccc(C=CS(=O)(=O)c2ccccc2)cc1. The result is 0 (inactive).